Predict the reaction yield, written as a fraction of the theoretical maximum amount of product (1.0 means a 100% yield; for example, 0.34 means a 34% yield). From a dataset of Reaction yield outcomes from USPTO patents with 853,638 reactions. The reactants are COC[C:4]1[C:16]2[CH:15]([CH2:17][OH:18])[C:14]3[C:9](=[CH:10][CH:11]=[CH:12][CH:13]=3)[C:8]=2[CH:7]=[CH:6][CH:5]=1.N1C=CN=C1.[CH2:24](N(CC)CC)C.[Si:31](Cl)([C:34]([CH3:37])([CH3:36])[CH3:35])([CH3:33])[CH3:32].CN(C)[CH:41]=[O:42]. The catalyst is O. The product is [CH3:24][O:42][CH2:41][C:15]1([CH2:17][O:18][Si:31]([C:34]([CH3:37])([CH3:36])[CH3:35])([CH3:33])[CH3:32])[C:14]2[CH:13]=[CH:12][CH:11]=[CH:10][C:9]=2[C:8]2[C:16]1=[CH:4][CH:5]=[CH:6][CH:7]=2. The yield is 0.876.